Dataset: Forward reaction prediction with 1.9M reactions from USPTO patents (1976-2016). Task: Predict the product of the given reaction. (1) Given the reactants [C:1]([O:5][C:6](=[O:34])[NH:7][C:8]([CH3:33])([CH3:32])[CH2:9][NH:10][C:11]1[C:20]2[C:15](=[CH:16][CH:17]=[C:18]([O:21][CH2:22][C:23]3[CH:28]=[CH:27][CH:26]=[CH:25][CH:24]=3)[CH:19]=2)[N:14]=[CH:13][C:12]=1[N+:29]([O-])=O)([CH3:4])([CH3:3])[CH3:2].[H][H], predict the reaction product. The product is: [C:1]([O:5][C:6](=[O:34])[NH:7][C:8]([CH3:33])([CH3:32])[CH2:9][NH:10][C:11]1[C:20]2[C:15](=[CH:16][CH:17]=[C:18]([O:21][CH2:22][C:23]3[CH:28]=[CH:27][CH:26]=[CH:25][CH:24]=3)[CH:19]=2)[N:14]=[CH:13][C:12]=1[NH2:29])([CH3:4])([CH3:2])[CH3:3]. (2) Given the reactants [F:1][C:2]1([F:35])[CH2:6][CH2:5][N:4]([C:7]2[N:12]=[C:11]([O:13]C)[C:10]([C:15]3[CH:20]=[CH:19][C:18]([O:21][C:22]4[CH:27]=[CH:26][N:25]=[C:24]([C:28]5[CH:29]=[N:30][N:31]([CH3:33])[CH:32]=5)[CH:23]=4)=[C:17]([CH3:34])[N:16]=3)=[CH:9][N:8]=2)[CH2:3]1.Br, predict the reaction product. The product is: [F:35][C:2]1([F:1])[CH2:6][CH2:5][N:4]([C:7]2[NH:12][C:11](=[O:13])[C:10]([C:15]3[CH:20]=[CH:19][C:18]([O:21][C:22]4[CH:27]=[CH:26][N:25]=[C:24]([C:28]5[CH:29]=[N:30][N:31]([CH3:33])[CH:32]=5)[CH:23]=4)=[C:17]([CH3:34])[N:16]=3)=[CH:9][N:8]=2)[CH2:3]1. (3) Given the reactants [CH3:1][O:2][C:3](=[O:11])[C:4]1[CH:9]=[CH:8][C:7]([NH2:10])=[N:6][CH:5]=1.[C:12]([C:16]1[CH:23]=[CH:22][C:19]([CH:20]=O)=[CH:18][CH:17]=1)([CH3:15])([CH3:14])[CH3:13].C([O:26][C:27](=O)[C:28]([OH:39])=[CH:29][C:30](=[O:38])[C:31]1[CH:36]=[CH:35][C:34]([CH3:37])=[CH:33][CH:32]=1)C, predict the reaction product. The product is: [CH3:1][O:2][C:3](=[O:11])[C:4]1[CH:9]=[CH:8][C:7]([N:10]2[C:27](=[O:26])[C:28]([OH:39])=[C:29]([C:30](=[O:38])[C:31]3[CH:32]=[CH:33][C:34]([CH3:37])=[CH:35][CH:36]=3)[CH:20]2[C:19]2[CH:22]=[CH:23][C:16]([C:12]([CH3:15])([CH3:14])[CH3:13])=[CH:17][CH:18]=2)=[N:6][CH:5]=1. (4) Given the reactants [F-].[K+].[F:3][C:4]1[C:9](I)=[C:8]([F:11])[CH:7]=[CH:6][C:5]=1[C:12]1[CH:17]=[C:16]([CH3:18])[CH:15]=[CH:14][N:13]=1.[F:19][C:20]([Si](C)(C)C)([F:22])[F:21].N, predict the reaction product. The product is: [F:3][C:4]1[C:9]([C:20]([F:22])([F:21])[F:19])=[C:8]([F:11])[CH:7]=[CH:6][C:5]=1[C:12]1[CH:17]=[C:16]([CH3:18])[CH:15]=[CH:14][N:13]=1. (5) The product is: [CH:21]([NH:24][C:25](=[O:26])[NH:1][C:2]1[CH:7]=[C:6]([C:8]2[S:9][CH:10]=[CH:11][CH:12]=2)[CH:5]=[CH:4][C:3]=1[NH:13][C:14](=[O:20])[O:15][C:16]([CH3:17])([CH3:19])[CH3:18])([CH3:23])[CH3:22]. Given the reactants [NH2:1][C:2]1[CH:7]=[C:6]([C:8]2[S:9][CH:10]=[CH:11][CH:12]=2)[CH:5]=[CH:4][C:3]=1[NH:13][C:14](=[O:20])[O:15][C:16]([CH3:19])([CH3:18])[CH3:17].[CH:21]([N:24]=[C:25]=[O:26])([CH3:23])[CH3:22], predict the reaction product. (6) Given the reactants [NH2:1][N:2]1[N:11]=[C:10]([C:12]2[S:13][CH:14]=[CH:15][CH:16]=2)[C:9]2[C:4](=[CH:5][CH:6]=[CH:7][CH:8]=2)[C:3]1=[O:17].[F:18][C:19]1[CH:20]=[C:21]([CH2:26][C:27](O)=[O:28])[CH:22]=[C:23]([F:25])[CH:24]=1.O.ON1C2C=CC=CC=2N=N1.C(Cl)CCl, predict the reaction product. The product is: [F:18][C:19]1[CH:20]=[C:21]([CH2:26][C:27]([NH:1][N:2]2[N:11]=[C:10]([C:12]3[S:13][CH:14]=[CH:15][CH:16]=3)[C:9]3[C:4](=[CH:5][CH:6]=[CH:7][CH:8]=3)[C:3]2=[O:17])=[O:28])[CH:22]=[C:23]([F:25])[CH:24]=1. (7) Given the reactants [Br:1][C:2]1[CH:6]=[C:5]([C:7]2[O:12][C:11](=[O:13])[C:10]3[CH:14]=[C:15](I)[CH:16]=[C:17]([CH3:18])[C:9]=3[N:8]=2)[N:4]([C:20]2[C:25]([Cl:26])=[CH:24][CH:23]=[CH:22][N:21]=2)[N:3]=1.O1C2C=CC=CC=2C[C:29](=O)[NH:28]1.[Cu]C#N, predict the reaction product. The product is: [Br:1][C:2]1[CH:6]=[C:5]([C:7]2[O:12][C:11](=[O:13])[C:10]3[CH:14]=[C:15]([C:29]#[N:28])[CH:16]=[C:17]([CH3:18])[C:9]=3[N:8]=2)[N:4]([C:20]2[C:25]([Cl:26])=[CH:24][CH:23]=[CH:22][N:21]=2)[N:3]=1. (8) Given the reactants [Si:1]([O:8][CH2:9][CH2:10][CH:11]([OH:16])[C:12]([O:14][CH3:15])=[O:13])([C:4]([CH3:7])([CH3:6])[CH3:5])([CH3:3])[CH3:2].CC(OI1(OC(C)=O)(OC(C)=O)OC(=O)C2C=CC=CC1=2)=O, predict the reaction product. The product is: [Si:1]([O:8][CH2:9][CH2:10][C:11](=[O:16])[C:12]([O:14][CH3:15])=[O:13])([C:4]([CH3:6])([CH3:5])[CH3:7])([CH3:3])[CH3:2]. (9) Given the reactants [Cl:1][C:2]1[CH:7]=[CH:6][C:5]([C:8]([N:10]([CH3:34])[C@@H:11]2[CH2:16][CH2:15][N:14]([C:17]3[N:22]=[CH:21][C:20]([C:23]([OH:25])=O)=[CH:19][CH:18]=3)[CH2:13][C@H:12]2[C:26]2[CH:31]=[CH:30][C:29]([Cl:32])=[C:28]([Cl:33])[CH:27]=2)=[O:9])=[CH:4][CH:3]=1.[NH3:35], predict the reaction product. The product is: [Cl:1][C:2]1[CH:7]=[CH:6][C:5]([C:8]([N:10]([CH3:34])[C@@H:11]2[CH2:16][CH2:15][N:14]([C:17]3[N:22]=[CH:21][C:20]([C:23]([NH2:35])=[O:25])=[CH:19][CH:18]=3)[CH2:13][C@H:12]2[C:26]2[CH:31]=[CH:30][C:29]([Cl:32])=[C:28]([Cl:33])[CH:27]=2)=[O:9])=[CH:4][CH:3]=1. (10) Given the reactants Cl.[NH2:2][C@@H:3]([C:8]1[CH:13]=[CH:12][C:11]([Cl:14])=[C:10]([Cl:15])[CH:9]=1)[C@H:4]([OH:7])[CH2:5][OH:6].[Si:16](OS(C(F)(F)F)(=O)=O)([C:19]([CH3:22])([CH3:21])[CH3:20])([CH3:18])[CH3:17].C([O-])(O)=O.[Na+], predict the reaction product. The product is: [Si:16]([O:7][C@H:4]([CH2:5][O:6][Si:16]([C:19]([CH3:22])([CH3:21])[CH3:20])([CH3:18])[CH3:17])[C@H:3]([C:8]1[CH:13]=[CH:12][C:11]([Cl:14])=[C:10]([Cl:15])[CH:9]=1)[NH2:2])([C:19]([CH3:22])([CH3:21])[CH3:20])([CH3:18])[CH3:17].